From a dataset of hERG Central: cardiac toxicity at 1µM, 10µM, and general inhibition. Predict hERG channel inhibition at various concentrations. (1) The molecule is CCN1CCN(c2ncnc3sc(C(=O)Nc4ccccc4F)c(C)c23)CC1. Results: hERG_inhib (hERG inhibition (general)): blocker. (2) The molecule is CCOc1ccc(C2c3[nH]c4ccccc4c3CCN2Cc2cccn2-c2ncccn2)cc1. Results: hERG_inhib (hERG inhibition (general)): blocker. (3) The molecule is CSc1ccc(/C=N/NC(=O)CN2CCN(Cc3ccc(C)cc3)CC2)cc1. Results: hERG_inhib (hERG inhibition (general)): blocker.